Dataset: Full USPTO retrosynthesis dataset with 1.9M reactions from patents (1976-2016). Task: Predict the reactants needed to synthesize the given product. (1) Given the product [CH2:18]([NH:25][C:7](=[O:8])[C:6]1[CH:10]=[C:2]([Br:1])[CH:3]=[N:4][CH:5]=1)[C:19]1[CH:24]=[CH:23][CH:22]=[CH:21][CH:20]=1, predict the reactants needed to synthesize it. The reactants are: [Br:1][C:2]1[CH:3]=[N:4][CH:5]=[C:6]([CH:10]=1)[C:7](Cl)=[O:8].CCN(CC)CC.[CH2:18]([NH2:25])[C:19]1[CH:24]=[CH:23][CH:22]=[CH:21][CH:20]=1. (2) Given the product [CH3:26][C:24]([C@@H:27]([OH:28])[C:29]([NH:31][CH2:32][CH2:33][C:34]([NH:36][CH2:37][CH2:38][SH:39])=[O:35])=[O:30])([CH2:23][O:22][P:19]([O:18][P:15]([O:14][CH2:13][C@H:12]1[O:40][C@@H:3]([N:41]2[C:50]3[N:49]=[CH:48][N:47]=[C:45]([NH2:46])[C:44]=3[N:43]=[CH:42]2)[C@H:4]([OH:5])[C@@H:6]1[O:7][P:8]([OH:11])([OH:10])=[O:9])([OH:17])=[O:16])([OH:21])=[O:20])[CH3:25], predict the reactants needed to synthesize it. The reactants are: [Na].[Na].[C@@H:3]1([N:41]2[C:50]3[N:49]=[CH:48][N:47]=[C:45]([NH2:46])[C:44]=3[N:43]=[CH:42]2)[O:40][C@H:12]([CH2:13][O:14][P:15]([O:18][P:19]([O:22][CH2:23][C:24]([C@H:27]([C:29]([NH:31][CH2:32][CH2:33][C:34]([NH:36][CH2:37][CH2:38][SH:39])=[O:35])=[O:30])[OH:28])([CH3:26])[CH3:25])([OH:21])=[O:20])([OH:17])=[O:16])[C@@H:6]([O:7][P:8]([OH:11])([OH:10])=[O:9])[C@H:4]1[OH:5].CCN(CC)CC. (3) Given the product [NH2:1][CH2:4][C:5]1[N:6]=[CH:7][N:8]([C:10]2[CH:19]=[CH:18][C:17]([N:20]3[CH:25]=[CH:24][CH:23]=[CH:22][C:21]3=[O:26])=[CH:16][C:11]=2[C:12]([O:14][CH3:15])=[O:13])[CH:9]=1, predict the reactants needed to synthesize it. The reactants are: [N:1]([CH2:4][C:5]1[N:6]=[CH:7][N:8]([C:10]2[CH:19]=[CH:18][C:17]([N:20]3[CH:25]=[CH:24][CH:23]=[CH:22][C:21]3=[O:26])=[CH:16][C:11]=2[C:12]([O:14][CH3:15])=[O:13])[CH:9]=1)=[N+]=[N-].O.C1C=CC(P(C2C=CC=CC=2)C2C=CC=CC=2)=CC=1. (4) Given the product [Br:14][C:11]1[CH:12]=[CH:13][C:8]([NH:7][CH2:6][C:5]([OH:19])=[O:4])=[CH:9][C:10]=1[C:15]([F:16])([F:17])[F:18], predict the reactants needed to synthesize it. The reactants are: [OH-].[Na+].C[O:4][C:5](=[O:19])[CH2:6][NH:7][C:8]1[CH:13]=[CH:12][C:11]([Br:14])=[C:10]([C:15]([F:18])([F:17])[F:16])[CH:9]=1.Cl.